From a dataset of Catalyst prediction with 721,799 reactions and 888 catalyst types from USPTO. Predict which catalyst facilitates the given reaction. (1) Reactant: [CH3:1][NH:2][C:3]([C:5]1[S:9][C:8]([NH:10]C(=O)OC(C)(C)C)=[N:7][CH:6]=1)=[O:4].C(O)(C(F)(F)F)=O.Cl. Product: [NH2:10][C:8]1[S:9][C:5]([C:3]([NH:2][CH3:1])=[O:4])=[CH:6][N:7]=1. The catalyst class is: 6. (2) Reactant: [OH-].[Li+].[CH3:3][O:4][C:5]1[CH:6]=[C:7]([CH:10]=[CH:11][C:12]=1[N:13]1[CH:17]=[C:16]([CH3:18])[N:15]=[CH:14]1)[CH:8]=O.C(OP([CH:27]1[CH2:35][CH2:34][C@@H:33]2[N:29]([C@H:30]([C:36]3[CH:41]=[CH:40][CH:39]=[C:38]([F:42])[CH:37]=3)[CH2:31][CH2:32]2)[C:28]1=[O:43])(=O)OCC)C.C(O)C. Product: [F:42][C:38]1[CH:37]=[C:36]([C@H:30]2[N:29]3[C@@H:33]([CH2:34][CH2:35]/[C:27](=[CH:8]\[C:7]4[CH:10]=[CH:11][C:12]([N:13]5[CH:17]=[C:16]([CH3:18])[N:15]=[CH:14]5)=[C:5]([O:4][CH3:3])[CH:6]=4)/[C:28]3=[O:43])[CH2:32][CH2:31]2)[CH:41]=[CH:40][CH:39]=1. The catalyst class is: 7. (3) Reactant: C[O:2][C:3]([C:5]1[C:13]2[N:12]=[C:11]([NH:14][CH2:15][CH:16]3[CH2:21][CH2:20][N:19]([C:22]([O:24][C:25]([CH3:28])([CH3:27])[CH3:26])=[O:23])[CH2:18][CH2:17]3)[NH:10][C:9]=2[CH:8]=[CH:7][CH:6]=1)=[O:4].[OH-].[Li+].Cl. Product: [C:25]([O:24][C:22]([N:19]1[CH2:20][CH2:21][CH:16]([CH:15]=[N:14][C:11]2[NH:10][C:9]3[CH:8]=[CH:7][CH:6]=[C:5]([C:3]([OH:4])=[O:2])[C:13]=3[N:12]=2)[CH2:17][CH2:18]1)=[O:23])([CH3:28])([CH3:26])[CH3:27]. The catalyst class is: 5. (4) Reactant: [CH3:1][C:2]([O-])(C)C.[K+].[CH2:7]([CH:10]1[CH2:14][CH2:13][CH:12]([CH:15]2[CH2:20][CH2:19][C:18](=O)[CH2:17][CH2:16]2)[CH2:11]1)[CH2:8][CH3:9].[CH2:7]([CH:10]1[CH2:14][CH2:13][CH:12]([CH:15]2[CH2:20][CH2:19][CH:18](C=O)[CH2:17][CH2:16]2)[CH2:11]1)[CH2:8][CH3:9]. Product: [CH2:7]([CH:10]1[CH2:14][CH2:13][CH:12]([CH:15]2[CH2:20][CH2:19][CH:18]([CH:1]=[CH2:2])[CH2:17][CH2:16]2)[CH2:11]1)[CH2:8][CH3:9]. The catalyst class is: 307. (5) Reactant: Cl.[C:2]1(=[O:12])[C:6]2([CH2:11][CH2:10][CH2:9][NH:8][CH2:7]2)[CH2:5][CH2:4][NH:3]1.C(N(CC)CC)C.[CH3:20][C:21]1[CH:26]=[C:25]([CH3:27])[CH:24]=[CH:23][C:22]=1[S:28](Cl)(=[O:30])=[O:29]. Product: [CH3:20][C:21]1[CH:26]=[C:25]([CH3:27])[CH:24]=[CH:23][C:22]=1[S:28]([N:8]1[CH2:9][CH2:10][CH2:11][C:6]2([C:2](=[O:12])[NH:3][CH2:4][CH2:5]2)[CH2:7]1)(=[O:29])=[O:30]. The catalyst class is: 4. (6) Reactant: [NH2:1][C:2]1[CH:6]=[CH:5][S:4][C:3]=1[C:7]([O:9][CH3:10])=[O:8].CO[C:13]([CH3:15])=[CH2:14].C(O[BH-](OC(=O)C)OC(=O)C)(=O)C.[Na+].C(=O)(O)[O-].[Na+]. Product: [CH3:14][CH:13]([NH:1][C:2]1[CH:6]=[CH:5][S:4][C:3]=1[C:7]([O:9][CH3:10])=[O:8])[CH3:15]. The catalyst class is: 322.